From a dataset of Full USPTO retrosynthesis dataset with 1.9M reactions from patents (1976-2016). Predict the reactants needed to synthesize the given product. (1) Given the product [CH2:1]([O:3][C:4]1[C:13]([NH:14][C:15]([N:35]2[CH2:36][CH2:37][N:32]([C:27]3[CH:28]=[CH:29][CH:30]=[CH:31][C:26]=3[CH2:24][CH3:25])[CH2:33][CH2:34]2)=[O:23])=[N:12][C:11]2[C:6](=[CH:7][CH:8]=[CH:9][CH:10]=2)[N:5]=1)[CH3:2], predict the reactants needed to synthesize it. The reactants are: [CH2:1]([O:3][C:4]1[C:13]([NH:14][C:15](=[O:23])OC2C=CC=CC=2)=[N:12][C:11]2[C:6](=[CH:7][CH:8]=[CH:9][CH:10]=2)[N:5]=1)[CH3:2].[CH2:24]([C:26]1[CH:31]=[CH:30][CH:29]=[CH:28][C:27]=1[N:32]1[CH2:37][CH2:36][NH:35][CH2:34][CH2:33]1)[CH3:25]. (2) Given the product [Cl:9][C:10]1[N:15]=[C:14]([C:16]2[S:46][C:34]([C:35]([NH:38][C:39]([O:40][C:41]([CH3:44])([CH3:43])[CH3:42])=[O:45])([CH3:37])[CH3:36])=[N:33][C:17]=2[C:19]2[C:20]([F:32])=[C:21]([NH:25][C:26](=[O:31])[O:27][CH2:28][CH:29]=[CH2:30])[CH:22]=[CH:23][CH:24]=2)[CH:13]=[CH:12][N:11]=1, predict the reactants needed to synthesize it. The reactants are: BrN1C(=O)CCC1=O.[Cl:9][C:10]1[N:15]=[C:14]([CH2:16][C:17]([C:19]2[C:20]([F:32])=[C:21]([NH:25][C:26](=[O:31])[O:27][CH2:28][CH:29]=[CH2:30])[CH:22]=[CH:23][CH:24]=2)=O)[CH:13]=[CH:12][N:11]=1.[NH2:33][C:34](=[S:46])[C:35]([NH:38][C:39](=[O:45])[O:40][C:41]([CH3:44])([CH3:43])[CH3:42])([CH3:37])[CH3:36]. (3) Given the product [N:1]1([C:5]([C:7]2[S:15][C:14]3[C:9](=[N:10][CH:11]=[CH:12][C:13]=3[O:24][C:22]3[CH:21]=[CH:20][C:19]([CH2:25][C:26]([NH:28][CH3:29])=[O:27])=[C:18]([Cl:17])[CH:23]=3)[CH:8]=2)=[O:6])[CH2:4][CH2:3][CH2:2]1, predict the reactants needed to synthesize it. The reactants are: [N:1]1([C:5]([C:7]2[S:15][C:14]3[C:9](=[N:10][CH:11]=[CH:12][C:13]=3Cl)[CH:8]=2)=[O:6])[CH2:4][CH2:3][CH2:2]1.[Cl:17][C:18]1[CH:23]=[C:22]([OH:24])[CH:21]=[CH:20][C:19]=1[CH2:25][C:26]([NH:28][CH3:29])=[O:27]. (4) Given the product [F:26][C:27]1[CH:28]=[C:29]([CH:30]([OH:31])[CH:11]([C:2]2[CH:3]=[CH:4][C:5]3[C:10](=[CH:9][CH:8]=[CH:7][CH:6]=3)[CH:1]=2)[C:12]#[N:13])[CH:32]=[C:33]([F:35])[CH:34]=1, predict the reactants needed to synthesize it. The reactants are: [CH:1]1[C:10]2[C:5](=[CH:6][CH:7]=[CH:8][CH:9]=2)[CH:4]=[CH:3][C:2]=1[CH2:11][C:12]#[N:13].C(NC(C)C)(C)C.C([Li])CCC.[F:26][C:27]1[CH:28]=[C:29]([CH:32]=[C:33]([F:35])[CH:34]=1)[CH:30]=[O:31]. (5) Given the product [CH3:1][N:2]1[CH2:7][CH2:6][N:5]([CH2:8][C:9]2[CH:14]=[CH:13][C:12]([C:15](=[O:17])/[CH:16]=[CH:18]/[C:20]3[N:25]=[C:24](/[CH:26]=[CH:27]/[C:28]([O:30][C:31]([CH3:34])([CH3:33])[CH3:32])=[O:29])[CH:23]=[CH:22][CH:21]=3)=[CH:11][CH:10]=2)[CH2:4][CH2:3]1, predict the reactants needed to synthesize it. The reactants are: [CH3:1][N:2]1[CH2:7][CH2:6][N:5]([CH2:8][C:9]2[CH:14]=[CH:13][C:12]([C:15](=[O:17])[CH3:16])=[CH:11][CH:10]=2)[CH2:4][CH2:3]1.[CH:18]([C:20]1[N:25]=[C:24](/[CH:26]=[CH:27]/[C:28]([O:30][C:31]([CH3:34])([CH3:33])[CH3:32])=[O:29])[CH:23]=[CH:22][CH:21]=1)=O.[OH-].[K+].